Dataset: Forward reaction prediction with 1.9M reactions from USPTO patents (1976-2016). Task: Predict the product of the given reaction. (1) Given the reactants [Br:1][C:2]1[CH:3]=[C:4]2[C:9](=[CH:10][C:11]=1[O:12][CH3:13])[N:8]=[C:7](O)[N:6]=[CH:5]2.P(Cl)(Cl)([Cl:17])=O, predict the reaction product. The product is: [Br:1][C:2]1[CH:3]=[C:4]2[C:9](=[CH:10][C:11]=1[O:12][CH3:13])[N:8]=[C:7]([Cl:17])[N:6]=[CH:5]2. (2) Given the reactants [C:1]([C:3]1[C:9]([C:10]#[N:11])=[C:8]([OH:12])[CH:7]=[CH:6][C:4]=1[OH:5])#[N:2].[NH2:13][C:14]1[CH:19]=[CH:18][CH:17]=[CH:16][N:15]=1.[Cl-].[Cl-].[Ca+2].C(Cl)Cl, predict the reaction product. The product is: [N:15]1[CH:16]=[CH:17][CH:18]=[CH:19][C:14]=1[N:11]=[C:10]1[C:9]2[C:3](=[C:4]([OH:5])[CH:6]=[CH:7][C:8]=2[OH:12])[C:1](=[N:13][C:14]2[CH:19]=[CH:18][CH:17]=[CH:16][N:15]=2)[NH:2]1. (3) Given the reactants [CH3:1][C:2]1[CH:22]=[CH:21][C:5]([C:6]([NH:8][C:9]2[CH:14]=[CH:13][C:12]([N:15]3[CH2:20][CH2:19][NH:18][CH2:17][CH2:16]3)=[CH:11][CH:10]=2)=[O:7])=[C:4]([N:23]2[CH2:28][CH2:27][CH:26]([CH3:29])[CH2:25][CH2:24]2)[N:3]=1.[NH:30]1[CH:34]=[CH:33][CH:32]=[C:31]1[CH:35]=O.C(O[BH-](OC(=O)C)OC(=O)C)(=O)C.[Na+].C(=O)([O-])[O-].[K+].[K+], predict the reaction product. The product is: [CH3:1][C:2]1[CH:22]=[CH:21][C:5]([C:6]([NH:8][C:9]2[CH:10]=[CH:11][C:12]([N:15]3[CH2:16][CH2:17][N:18]([CH2:35][C:31]4[NH:30][CH:34]=[CH:33][CH:32]=4)[CH2:19][CH2:20]3)=[CH:13][CH:14]=2)=[O:7])=[C:4]([N:23]2[CH2:28][CH2:27][CH:26]([CH3:29])[CH2:25][CH2:24]2)[N:3]=1. (4) Given the reactants [CH2:1]([O:3][C:4](=[O:12])[C:5](=[CH:8]OCC)[C:6]#[N:7])[CH3:2].[C:13]1([NH:19][NH2:20])[CH:18]=[CH:17][CH:16]=[CH:15][CH:14]=1, predict the reaction product. The product is: [CH2:1]([O:3][C:4]([C:5]1[C:6]([NH2:7])=[N:20][N:19]([C:13]2[CH:18]=[CH:17][CH:16]=[CH:15][CH:14]=2)[CH:8]=1)=[O:12])[CH3:2]. (5) Given the reactants [Br:1][C:2]1[C:18]([F:19])=[CH:17][C:5]([C:6]([NH:8][C:9]2[CH:13]=[CH:12][S:11][C:10]=2[C:14]([NH2:16])=[O:15])=O)=[C:4]([F:20])[CH:3]=1.[OH-].[Na+], predict the reaction product. The product is: [Br:1][C:2]1[C:18]([F:19])=[CH:17][C:5]([C:6]2[NH:8][C:9]3[CH:13]=[CH:12][S:11][C:10]=3[C:14](=[O:15])[N:16]=2)=[C:4]([F:20])[CH:3]=1.